This data is from Full USPTO retrosynthesis dataset with 1.9M reactions from patents (1976-2016). The task is: Predict the reactants needed to synthesize the given product. (1) The reactants are: [NH2:1][CH2:2][C:3]1[CH:4]=[C:5]2[C:9](=[CH:10][CH:11]=1)[C:8](=[O:12])[N:7]([CH:13]1[CH2:18][CH2:17][C:16](=[O:19])[NH:15][C:14]1=[O:20])[CH2:6]2.[N:21]([C:24]1[CH:29]=[CH:28][C:27]([O:30][CH3:31])=[C:26]([O:32][CH3:33])[CH:25]=1)=[C:22]=[O:23].Cl. Given the product [CH3:33][O:32][C:26]1[CH:25]=[C:24]([NH:21][C:22]([NH:1][CH2:2][C:3]2[CH:4]=[C:5]3[C:9](=[CH:10][CH:11]=2)[C:8](=[O:12])[N:7]([CH:13]2[CH2:18][CH2:17][C:16](=[O:19])[NH:15][C:14]2=[O:20])[CH2:6]3)=[O:23])[CH:29]=[CH:28][C:27]=1[O:30][CH3:31], predict the reactants needed to synthesize it. (2) The reactants are: [CH3:1][O:2][C:3]1[C:7]([N+:8]([O-:10])=[O:9])=[CH:6][NH:5][N:4]=1.[CH3:11][N:12]1[CH2:16][CH2:15][C@@H:14]([OH:17])[CH2:13]1.N(C(OC(C)(C)C)=O)=NC(OC(C)(C)C)=O. Given the product [NH3:4].[CH3:15][CH2:14][O:17][C:3]([CH3:7])=[O:2].[CH3:1][O:2][C:3]1[C:7]([N+:8]([O-:10])=[O:9])=[CH:6][N:5]([C@H:14]2[CH2:15][CH2:16][N:12]([CH3:11])[CH2:13]2)[N:4]=1, predict the reactants needed to synthesize it. (3) Given the product [C:49]([O:48][C:46]([NH:18][C@@H:17]1[C@H:16]([CH2:15][OH:14])[CH2:21][N:20]([C:22]([O:24][CH2:25][C:26]2[CH:31]=[CH:30][CH:29]=[CH:28][CH:27]=2)=[O:23])[CH2:19]1)=[O:47])([CH3:50])([CH3:51])[CH3:52], predict the reactants needed to synthesize it. The reactants are: C(O)(=O)[C@H](C1C=CC=CC=1)O.CC1(C)[NH:18][C@H:17]2[CH2:19][N:20]([C:22]([O:24][CH2:25][C:26]3[CH:31]=[CH:30][CH:29]=[CH:28][CH:27]=3)=[O:23])[CH2:21][C@H:16]2[CH2:15][O:14]1.S(=O)(=O)(O)O.[C:46](O[C:46]([O:48][C:49]([CH3:52])([CH3:51])[CH3:50])=[O:47])([O:48][C:49]([CH3:52])([CH3:51])[CH3:50])=[O:47]. (4) Given the product [NH:22]1[C:30]2[C:25](=[C:26]([C:2]3[N:3]=[C:4]([N:16]4[CH2:21][CH2:20][O:19][CH2:18][CH2:17]4)[C:5]4[O:10][C:9]5[N:11]=[C:12]([CH3:15])[CH:13]=[CH:14][C:8]=5[C:6]=4[N:7]=3)[CH:27]=[CH:28][CH:29]=2)[CH:24]=[CH:23]1, predict the reactants needed to synthesize it. The reactants are: Cl[C:2]1[N:3]=[C:4]([N:16]2[CH2:21][CH2:20][O:19][CH2:18][CH2:17]2)[C:5]2[O:10][C:9]3[N:11]=[C:12]([CH3:15])[CH:13]=[CH:14][C:8]=3[C:6]=2[N:7]=1.[NH:22]1[C:30]2[CH:29]=[CH:28][CH:27]=[C:26](B(O)O)[C:25]=2[CH:24]=[CH:23]1.C([O-])([O-])=O.[Na+].[Na+]. (5) Given the product [NH2:1][C@:4]1([OH:15])[C@H:10]([OH:11])[C@@H:9]([CH2:12][OH:13])[O:8][CH:6]([OH:7])[C@@H:5]1[OH:14], predict the reactants needed to synthesize it. The reactants are: [N:1]([C@:4]1([OH:15])[C@H:10]([OH:11])[C@@H:9]([CH2:12][OH:13])[O:8][CH:6]([OH:7])[C@@H:5]1[OH:14])=[N+]=[N-].[H][H].